This data is from Full USPTO retrosynthesis dataset with 1.9M reactions from patents (1976-2016). The task is: Predict the reactants needed to synthesize the given product. Given the product [CH3:10][S:11][C:6]1[CH:7]=[C:2]([Cl:1])[CH:3]=[C:4]([Cl:9])[CH:5]=1, predict the reactants needed to synthesize it. The reactants are: [Cl:1][C:2]1[CH:7]=[C:6](Cl)[CH:5]=[C:4]([Cl:9])[CH:3]=1.[CH3:10][S-:11].[Na+].